This data is from Forward reaction prediction with 1.9M reactions from USPTO patents (1976-2016). The task is: Predict the product of the given reaction. The product is: [Cl:22][C:10]1[C:9]2[CH2:8][CH2:7][CH2:6][C:5]([CH3:19])([C:13]3[CH:18]=[CH:17][CH:16]=[CH:15][CH:14]=3)[C:4]=2[N:3]=[C:2]([CH3:1])[N:11]=1. Given the reactants [CH3:1][C:2]1[N:11]=[C:10](O)[C:9]2[CH2:8][CH2:7][CH2:6][C:5]([CH3:19])([C:13]3[CH:18]=[CH:17][CH:16]=[CH:15][CH:14]=3)[C:4]=2[N:3]=1.P(Cl)(Cl)([Cl:22])=O, predict the reaction product.